From a dataset of NCI-60 drug combinations with 297,098 pairs across 59 cell lines. Regression. Given two drug SMILES strings and cell line genomic features, predict the synergy score measuring deviation from expected non-interaction effect. Drug 2: CC1=CC=C(C=C1)C2=CC(=NN2C3=CC=C(C=C3)S(=O)(=O)N)C(F)(F)F. Drug 1: CC1C(C(CC(O1)OC2CC(CC3=C2C(=C4C(=C3O)C(=O)C5=C(C4=O)C(=CC=C5)OC)O)(C(=O)C)O)N)O.Cl. Cell line: SNB-75. Synergy scores: CSS=21.3, Synergy_ZIP=-1.99, Synergy_Bliss=5.76, Synergy_Loewe=-19.6, Synergy_HSA=5.14.